This data is from Reaction yield outcomes from USPTO patents with 853,638 reactions. The task is: Predict the reaction yield, written as a fraction of the theoretical maximum amount of product (1.0 means a 100% yield; for example, 0.34 means a 34% yield). The reactants are C1C2C(=CC=CC=2)[C@H](N)[C@@H]1O.[Br:12][C:13]1[CH:22]=[C:21]2[C:16]([CH:17]=[CH:18][C:19](/[C:23](=[N:25]/[S@@:26]([C:28]([CH3:31])([CH3:30])[CH3:29])=[O:27])/[CH3:24])=[N:20]2)=[CH:15][CH:14]=1.CC(C)([O-])C.[K+]. The catalyst is CC(O)C.C([C@@H]1NC(=O)[C@H](C)[C@H](OCC(F)(F)F)CCC=CC2=CC(=CC=C2)[C@@H](C)NC(=O)[C@H]2NN(CCC2)C(=O)[C@H](C)NC1=O)(C)C. The product is [Br:12][C:13]1[CH:22]=[C:21]2[C:16]([CH:17]=[CH:18][C:19]([C@H:23]([NH:25][S@@:26]([C:28]([CH3:29])([CH3:31])[CH3:30])=[O:27])[CH3:24])=[N:20]2)=[CH:15][CH:14]=1. The yield is 0.640.